This data is from Reaction yield outcomes from USPTO patents with 853,638 reactions. The task is: Predict the reaction yield, written as a fraction of the theoretical maximum amount of product (1.0 means a 100% yield; for example, 0.34 means a 34% yield). (1) The reactants are [CH3:1][O:2][C:3]1[CH:4]=[C:5]2[C:10](=[CH:11][CH:12]=1)[C:9]([OH:13])=[C:8]([C:14]1[CH:19]=[CH:18][CH:17]=[CH:16][CH:15]=1)[C:7]([CH3:20])=[CH:6]2.[H-].[Na+].F[C:24]1[CH:29]=[CH:28][C:27]([N+:30]([O-:32])=[O:31])=[CH:26][CH:25]=1. The catalyst is CN(C=O)C. The product is [CH3:20][C:7]1[C:8]([C:14]2[CH:15]=[CH:16][CH:17]=[CH:18][CH:19]=2)=[C:9]([O:13][C:24]2[CH:29]=[CH:28][C:27]([N+:30]([O-:32])=[O:31])=[CH:26][CH:25]=2)[C:10]2[C:5]([CH:6]=1)=[CH:4][C:3]([O:2][CH3:1])=[CH:12][CH:11]=2. The yield is 0.780. (2) The reactants are [Na].[CH3:2][CH:3]([CH3:7])[C:4](=O)[CH3:5].[CH2:8]([O:10][C:11](=[O:17])[C:12](OCC)=O)[CH3:9].C(O)(=O)C.O.[NH2:23][NH2:24]. No catalyst specified. The product is [CH:3]([C:4]1[CH:5]=[C:12]([C:11]([O:10][CH2:8][CH3:9])=[O:17])[NH:24][N:23]=1)([CH3:7])[CH3:2]. The yield is 0.420. (3) The product is [BrH:28].[Br:28][CH2:26][C:25]([C:21]1[CH:22]=[CH:23][CH:24]=[C:19]([NH:18][C:8]2[C:7]3[C:12](=[CH:13][C:14]([O:15][CH2:16][CH3:17])=[C:5]([O:4][CH2:2][CH3:3])[CH:6]=3)[N:11]=[CH:10][N:9]=2)[CH:20]=1)=[O:27]. The reactants are Cl.[CH2:2]([O:4][C:5]1[CH:6]=[C:7]2[C:12](=[CH:13][C:14]=1[O:15][CH2:16][CH3:17])[N:11]=[CH:10][N:9]=[C:8]2[NH:18][C:19]1[CH:20]=[C:21]([C:25](=[O:27])[CH3:26])[CH:22]=[CH:23][CH:24]=1)[CH3:3].[Br:28]Br. The catalyst is C(O)(=O)C.Br. The yield is 0.650. (4) The reactants are Br[CH2:2][C:3]([C:5]1[C:10]([CH3:11])=[CH:9][C:8]([O:12][C:13]2[CH:18]=[CH:17][C:16]([O:19][CH2:20][CH2:21][CH2:22][O:23][CH3:24])=[CH:15][CH:14]=2)=[CH:7][C:6]=1[CH3:25])=O.[NH2:26][C:27]([NH2:29])=[S:28]. The catalyst is CCO. The product is [CH3:24][O:23][CH2:22][CH2:21][CH2:20][O:19][C:16]1[CH:17]=[CH:18][C:13]([O:12][C:8]2[CH:9]=[C:10]([CH3:11])[C:5]([C:3]3[N:26]=[C:27]([NH2:29])[S:28][CH:2]=3)=[C:6]([CH3:25])[CH:7]=2)=[CH:14][CH:15]=1. The yield is 0.900. (5) The reactants are [C:1]1([N:7]2[C:12](=[O:13])[C:11]3[S:14][CH:15]=[C:16]([C:17]4[CH:22]=[CH:21][CH:20]=[CH:19][CH:18]=4)[C:10]=3[N:9]=[CH:8]2)[CH:6]=[CH:5][CH:4]=[CH:3][CH:2]=1.NC1C(C2C=CC=CC=2[F:35])=CSC=1C(OC)=O.C(O[CH2:48][CH3:49])(OCC)OCC.C(C1C=C(C=CC=1)N)=C. The catalyst is C(O)(=O)C. The product is [F:35][C:22]1[CH:21]=[CH:20][CH:19]=[CH:18][C:17]=1[C:16]1[C:10]2[N:9]=[CH:8][N:7]([C:1]3[CH:6]=[CH:5][CH:4]=[C:3]([CH:48]=[CH2:49])[CH:2]=3)[C:12](=[O:13])[C:11]=2[S:14][CH:15]=1. The yield is 0.574. (6) The reactants are Cl[C:2]1[N:7]2[N:8]=[C:9]([CH3:11])[CH:10]=[C:6]2[N:5]=[C:4]([NH:12][C:13](=[O:24])[C:14]2[CH:19]=[CH:18][C:17]([C:20]([OH:23])([CH3:22])[CH3:21])=[CH:16][CH:15]=2)[CH:3]=1.[O:25]1[CH2:31][CH2:30][CH2:29][O:28][C:27]2[CH:32]=[C:33](B(O)O)[CH:34]=[CH:35][C:26]1=2.O1CCOCC1. The catalyst is CO.C1(P(C2C=CC=CC=2)[C-]2C=CC=C2)C=CC=CC=1.[C-]1(P(C2C=CC=CC=2)C2C=CC=CC=2)C=CC=C1.[Fe+2].Cl[Pd]Cl. The product is [O:25]1[CH2:31][CH2:30][CH2:29][O:28][C:27]2[CH:32]=[C:33]([C:2]3[N:7]4[N:8]=[C:9]([CH3:11])[CH:10]=[C:6]4[N:5]=[C:4]([NH:12][C:13](=[O:24])[C:14]4[CH:19]=[CH:18][C:17]([C:20]([OH:23])([CH3:22])[CH3:21])=[CH:16][CH:15]=4)[CH:3]=3)[CH:34]=[CH:35][C:26]1=2. The yield is 0.260. (7) The reactants are [OH:1][CH:2]1[C:11]2[C:6](=[CH:7][CH:8]=[C:9]([N:12]3[C:17](=[O:18])[C:16]([CH2:19][C:20]4[CH:25]=[CH:24][C:23]([C:26]5[C:27]([C:32]#[N:33])=[CH:28][CH:29]=[CH:30][CH:31]=5)=[CH:22][CH:21]=4)=[C:15]([CH2:34][CH2:35][CH3:36])[N:14]=[C:13]3[CH3:37])[CH:10]=2)[O:5][C:4]([CH3:39])([CH3:38])[CH2:3]1.N1C(C)=CC=CC=1C.FC(F)(F)S(O[Si:54]([CH:61]([CH3:63])[CH3:62])([CH:58]([CH3:60])[CH3:59])[CH:55]([CH3:57])[CH3:56])(=O)=O. The catalyst is ClCCl.C(OCC)(=O)C. The product is [CH3:39][C:4]1([CH3:38])[CH2:3][CH:2]([O:1][Si:54]([CH:61]([CH3:63])[CH3:62])([CH:58]([CH3:60])[CH3:59])[CH:55]([CH3:57])[CH3:56])[C:11]2[C:6](=[CH:7][CH:8]=[C:9]([N:12]3[C:17](=[O:18])[C:16]([CH2:19][C:20]4[CH:25]=[CH:24][C:23]([C:26]5[C:27]([C:32]#[N:33])=[CH:28][CH:29]=[CH:30][CH:31]=5)=[CH:22][CH:21]=4)=[C:15]([CH2:34][CH2:35][CH3:36])[N:14]=[C:13]3[CH3:37])[CH:10]=2)[O:5]1. The yield is 1.00. (8) The product is [Cl:27][C:28]1[CH:29]=[C:30]([C:35]2[C:43]([C:44]([NH2:46])=[O:45])=[C:38]3[CH2:39][N:40]([C:51]([NH:24][C:3]([CH3:7])([CH2:2][F:1])[CH2:8][F:9])=[O:50])[CH2:41][CH2:42][N:37]3[N:36]=2)[CH:31]=[CH:32][C:33]=1[F:34]. The reactants are [F:1][CH2:2][C:3]([CH2:8][F:9])([CH3:7])C(O)=O.C1C=CC(P([N:24]=[N+]=[N-])(C2C=CC=CC=2)=O)=CC=1.[Cl:27][C:28]1[CH:29]=[C:30]([C:35]2[C:43]([C:44]([NH2:46])=[O:45])=[C:38]3[CH2:39][NH:40][CH2:41][CH2:42][N:37]3[N:36]=2)[CH:31]=[CH:32][C:33]=1[F:34].C1[CH2:51][O:50]CC1. The catalyst is C1(C)C=CC=CC=1.C(OCC)(=O)C. The yield is 0.240.